Dataset: Forward reaction prediction with 1.9M reactions from USPTO patents (1976-2016). Task: Predict the product of the given reaction. (1) Given the reactants Cl[C:2]1[CH:7]=[CH:6][N:5]=[C:4]([C:8]([OH:10])=O)[CH:3]=1.Cl.CN.C1C=CC2N(O)N=[N:20][C:18]=2C=1.C(N(CC)CC)C.[CH3:31][O:32][C:33]1[C:37]2[C:38](=[O:55])[N:39]([CH2:46][C:47](=[O:54])[C:48]3[CH:53]=[CH:52][CH:51]=[CH:50][CH:49]=3)[C:40]3[CH:41]=[CH:42][CH:43]=[CH:44][C:45]=3[C:36]=2[N:35]([CH3:56])[C:34]=1[C:57]([NH:59][CH:60]1[CH2:65][CH2:64][NH:63][CH2:62][CH2:61]1)=[O:58].C(=O)([O-])[O-].[K+].[K+], predict the reaction product. The product is: [CH3:31][O:32][C:33]1[C:37]2[C:38](=[O:55])[N:39]([CH2:46][C:47](=[O:54])[C:48]3[CH:53]=[CH:52][CH:51]=[CH:50][CH:49]=3)[C:40]3[CH:41]=[CH:42][CH:43]=[CH:44][C:45]=3[C:36]=2[N:35]([CH3:56])[C:34]=1[C:57]([NH:59][CH:60]1[CH2:61][CH2:62][N:63]([C:2]2[CH:7]=[CH:6][N:5]=[C:4]([C:8](=[O:10])[NH:20][CH3:18])[CH:3]=2)[CH2:64][CH2:65]1)=[O:58]. (2) Given the reactants Cl[CH2:2]/[CH:3]=[CH:4]\[CH2:5]Cl.C[Si](C)(C)CCOC[N:13]1[C:17]2=[N:18][CH:19]=[CH:20][CH:21]=[C:16]2[CH2:15][C:14]1=[O:22].C(=O)([O-])[O-].[Cs+].[Cs+], predict the reaction product. The product is: [NH:13]1[C:17]2=[N:18][CH:19]=[CH:20][CH:21]=[C:16]2[C:15]2([CH2:5][CH:4]=[CH:3][CH2:2]2)[C:14]1=[O:22]. (3) Given the reactants [NH:1](C(OCC1C2C(=CC=CC=2)C2C1=CC=CC=2)=O)[C@H:2]([C:4]([NH:6][CH2:7][C:8]([OH:10])=O)=[O:5])C.[NH2:28][C@H:29]([CH:37]=[O:38])[CH2:30][C:31]1[CH:36]=[CH:35][CH:34]=[CH:33][CH:32]=1.[CH3:39]N(C(ON1N=NC2C=CC=CC1=2)=[N+](C)C)C.F[P-](F)(F)(F)(F)F.C1C=CC2N(O)N=NC=2C=1.C(N(C(C)C)CC)(C)C, predict the reaction product. The product is: [NH2:28][C@H:29]([C:37]([NH:1][CH2:2][C:4]([NH:6][C@H:7]([CH:8]=[O:10])[CH3:39])=[O:5])=[O:38])[CH2:30][C:31]1[CH:32]=[CH:33][CH:34]=[CH:35][CH:36]=1. (4) Given the reactants [Cl:1][C:2]1[CH:3]=[CH:4][C:5]([C:9]2[NH:13][N:12]=[N:11][N:10]=2)=[C:6]([CH:8]=1)[NH2:7].[C:14](Cl)(=[O:21])[C:15]1[CH:20]=[CH:19][CH:18]=[CH:17][CH:16]=1, predict the reaction product. The product is: [Cl:1][C:2]1[CH:3]=[CH:4][C:5]([C:9]2[NH:13][N:12]=[N:11][N:10]=2)=[C:6]([NH:7][C:14](=[O:21])[C:15]2[CH:20]=[CH:19][CH:18]=[CH:17][CH:16]=2)[CH:8]=1. (5) Given the reactants [CH2:1]([O:8][C:9](=[O:25])[NH:10][CH2:11][C:12]1[C:13]([CH3:24])=[N:14][O:15][C:16]=1[C:17]1[CH:22]=[CH:21][C:20](Br)=[CH:19][CH:18]=1)[C:2]1[CH:7]=[CH:6][CH:5]=[CH:4][CH:3]=1.[CH2:26]([O:28][C:29]([C:31]1([C:34]2[CH:39]=[CH:38][C:37](B3OC(C)(C)C(C)(C)O3)=[CH:36][CH:35]=2)[CH2:33][CH2:32]1)=[O:30])[CH3:27], predict the reaction product. The product is: [CH2:26]([O:28][C:29]([C:31]1([C:34]2[CH:39]=[CH:38][C:37]([C:20]3[CH:21]=[CH:22][C:17]([C:16]4[O:15][N:14]=[C:13]([CH3:24])[C:12]=4[CH2:11][NH:10][C:9]([O:8][CH2:1][C:2]4[CH:7]=[CH:6][CH:5]=[CH:4][CH:3]=4)=[O:25])=[CH:18][CH:19]=3)=[CH:36][CH:35]=2)[CH2:32][CH2:33]1)=[O:30])[CH3:27]. (6) Given the reactants Cl[C:2]1[N:7]2[CH:8]=[CH:9][N:10]=[C:6]2[CH:5]=[C:4]([C:11]2[CH:16]=[CH:15][C:14]([O:17][CH3:18])=[C:13]([O:19][CH3:20])[CH:12]=2)[N:3]=1.[NH2:21][CH2:22][C:23]1[CH:28]=[CH:27][N:26]=[CH:25][CH:24]=1.C(N(C(C)C)CC)(C)C, predict the reaction product. The product is: [CH3:20][O:19][C:13]1[CH:12]=[C:11]([C:4]2[N:3]=[C:2]([NH:21][CH2:22][C:23]3[CH:28]=[CH:27][N:26]=[CH:25][CH:24]=3)[N:7]3[CH:8]=[CH:9][N:10]=[C:6]3[CH:5]=2)[CH:16]=[CH:15][C:14]=1[O:17][CH3:18]. (7) Given the reactants [CH3:1][C:2]1[CH:6]=[C:5]([CH3:7])[N:4]([C:8](=[NH:20])[NH:9][S:10]([C:13]2[CH:18]=[CH:17][C:16]([CH3:19])=[CH:15][CH:14]=2)(=[O:12])=[O:11])N=1.[CH3:21]S(O)(=O)=O.NC1C=CC=CC=1, predict the reaction product. The product is: [NH2:20][C:8]([NH:4][C:5]1[CH:7]=[CH:21][CH:1]=[CH:2][CH:6]=1)=[N:9][S:10]([C:13]1[CH:18]=[CH:17][C:16]([CH3:19])=[CH:15][CH:14]=1)(=[O:12])=[O:11]. (8) Given the reactants [Cl:1][C:2]1[CH:8]=[CH:7][C:5]([NH2:6])=[CH:4][C:3]=1[C:9]1[CH:14]=[CH:13][CH:12]=[CH:11][N:10]=1.[CH3:15][S:16]([CH2:19][C:20]1[CH:21]=[C:22]([CH:26]=[CH:27][CH:28]=1)[C:23](O)=[O:24])(=[O:18])=[O:17], predict the reaction product. The product is: [Cl:1][C:2]1[CH:8]=[CH:7][C:5]([NH:6][C:23](=[O:24])[C:22]2[CH:26]=[CH:27][CH:28]=[C:20]([CH2:19][S:16]([CH3:15])(=[O:18])=[O:17])[CH:21]=2)=[CH:4][C:3]=1[C:9]1[CH:14]=[CH:13][CH:12]=[CH:11][N:10]=1.